From a dataset of Catalyst prediction with 721,799 reactions and 888 catalyst types from USPTO. Predict which catalyst facilitates the given reaction. (1) Reactant: [F:1][C:2]1[CH:27]=[CH:26][C:5]([CH2:6][N:7]2[C:11]3[CH:12]=[CH:13][CH:14]=[CH:15][C:10]=3[N:9]([C:16]3[S:17][C:18]([C:22](O)=[O:23])=[C:19]([CH3:21])[N:20]=3)[C:8]2=[O:25])=[CH:4][CH:3]=1.C(N(CC)C(C)C)(C)C.O.ON1C2C=CC=CC=2N=N1.Cl.CN(C)CCCN=C=NCC.[CH2:60]([NH2:67])[C:61]1[CH:66]=[CH:65][CH:64]=[CH:63][CH:62]=1. Product: [CH2:60]([NH:67][C:22]([C:18]1[S:17][C:16]([N:9]2[C:10]3[CH:15]=[CH:14][CH:13]=[CH:12][C:11]=3[N:7]([CH2:6][C:5]3[CH:4]=[CH:3][C:2]([F:1])=[CH:27][CH:26]=3)[C:8]2=[O:25])=[N:20][C:19]=1[CH3:21])=[O:23])[C:61]1[CH:66]=[CH:65][CH:64]=[CH:63][CH:62]=1. The catalyst class is: 9. (2) Reactant: CCN(CC)CC.[C:8]([O:12][C:13]([N:15]([C:23]1[C:28]([C:29]#[CH:30])=[N:27][C:26]([C:31]2[CH:36]=[CH:35][C:34]([S:37]([CH:40]([CH3:42])[CH3:41])(=[O:39])=[O:38])=[CH:33][CH:32]=2)=[CH:25][N:24]=1)[C:16](=[O:22])[O:17][C:18]([CH3:21])([CH3:20])[CH3:19])=[O:14])([CH3:11])([CH3:10])[CH3:9].Cl/[C:44](/[C:47]1[CH:52]=[CH:51][C:50]([C@@H:53]2[CH2:58][O:57][CH2:56][CH2:55][N:54]2[C:59]([O:61][C:62]([CH3:65])([CH3:64])[CH3:63])=[O:60])=[CH:49][CH:48]=1)=[N:45]\[OH:46]. Product: [C:8]([O:12][C:13]([N:15]([C:16]([O:17][C:18]([CH3:20])([CH3:21])[CH3:19])=[O:22])[C:23]1[C:28]([C:29]2[O:46][N:45]=[C:44]([C:47]3[CH:48]=[CH:49][C:50]([C@@H:53]4[CH2:58][O:57][CH2:56][CH2:55][N:54]4[C:59]([O:61][C:62]([CH3:65])([CH3:64])[CH3:63])=[O:60])=[CH:51][CH:52]=3)[CH:30]=2)=[N:27][C:26]([C:31]2[CH:32]=[CH:33][C:34]([S:37]([CH:40]([CH3:42])[CH3:41])(=[O:39])=[O:38])=[CH:35][CH:36]=2)=[CH:25][N:24]=1)=[O:14])([CH3:9])([CH3:10])[CH3:11]. The catalyst class is: 1.